From a dataset of Forward reaction prediction with 1.9M reactions from USPTO patents (1976-2016). Predict the product of the given reaction. (1) The product is: [CH3:1][O:2][C:3]1[C:4]2[CH:15]=[CH:14][CH:13]=[CH:12][C:5]=2[S:6][C:7]=1[C:8]([OH:10])=[O:9]. Given the reactants [CH3:1][O:2][C:3]1[C:4]2[CH:15]=[CH:14][CH:13]=[CH:12][C:5]=2[S:6][C:7]=1[C:8]([O:10]C)=[O:9].O.[OH-].[Li+].O, predict the reaction product. (2) Given the reactants [CH:1]1([C:7]2([CH3:14])[C:11](=[O:12])[NH:10][N:9]=[C:8]2[CH3:13])[CH2:6][CH2:5][CH2:4][CH2:3][CH2:2]1.Br[CH2:16][C:17]([C:19]1[CH:24]=[CH:23][CH:22]=[C:21]([O:25][CH3:26])[CH:20]=1)=[O:18], predict the reaction product. The product is: [CH:1]1([C:7]2([CH3:14])[C:11](=[O:12])[N:10]([CH2:16][C:17]([C:19]3[CH:24]=[CH:23][CH:22]=[C:21]([O:25][CH3:26])[CH:20]=3)=[O:18])[N:9]=[C:8]2[CH3:13])[CH2:2][CH2:3][CH2:4][CH2:5][CH2:6]1.